Predict the reactants needed to synthesize the given product. From a dataset of Full USPTO retrosynthesis dataset with 1.9M reactions from patents (1976-2016). (1) The reactants are: C(OC([NH:8][C@@H:9]1[CH2:13][CH2:12][N:11]([C:14]2[N:19]3[N:20]=[CH:21][CH:22]=[C:18]3[N:17]=[C:16]([CH3:23])[C:15]=2[CH:24]([CH2:30][CH2:31][CH3:32])[C:25]([O:27][CH2:28][CH3:29])=[O:26])[CH2:10]1)=O)(C)(C)C.FC(F)(F)C(O)=O.C1(C)C=CC=CC=1.[Cl:47][C:48]1[CH:53]=[CH:52][C:51]([S:54](Cl)(=[O:56])=[O:55])=[CH:50][CH:49]=1. Given the product [Cl:47][C:48]1[CH:53]=[CH:52][C:51]([S:54]([NH:8][C@@H:9]2[CH2:13][CH2:12][N:11]([C:14]3[N:19]4[N:20]=[CH:21][CH:22]=[C:18]4[N:17]=[C:16]([CH3:23])[C:15]=3[CH:24]([CH2:30][CH2:31][CH3:32])[C:25]([O:27][CH2:28][CH3:29])=[O:26])[CH2:10]2)(=[O:56])=[O:55])=[CH:50][CH:49]=1, predict the reactants needed to synthesize it. (2) Given the product [CH2:1]([O:3][C:4]1[C:5](=[O:10])[CH:6]([C:15](=[O:16])[C:14]([O:13][CH2:11][CH3:12])=[O:20])[CH2:7][CH2:8][CH:9]=1)[CH3:2], predict the reactants needed to synthesize it. The reactants are: [CH2:1]([O:3][C:4]1[C:5](=[O:10])[CH2:6][CH2:7][CH2:8][CH:9]=1)[CH3:2].[CH2:11]([O:13][C:14](=[O:20])[C:15](OCC)=[O:16])[CH3:12].C(Cl)(Cl)Cl.Cl. (3) Given the product [CH:10]([C:5]1[N:6]=[CH:7][CH:8]=[CH:9][C:4]=1[C:3]([OH:18])=[O:2])=[CH:11][C:12]1[CH:13]=[CH:14][CH:15]=[CH:16][CH:17]=1, predict the reactants needed to synthesize it. The reactants are: C[O:2][C:3](=[O:18])[C:4]1[CH:9]=[CH:8][CH:7]=[N:6][C:5]=1[CH:10]=[CH:11][C:12]1[CH:17]=[CH:16][CH:15]=[CH:14][CH:13]=1.[OH-].[Na+]. (4) Given the product [OH:8][CH2:9][C@@H:10]([NH:19][C:20](=[O:26])[O:21][C:22]([CH3:24])([CH3:23])[CH3:25])[C:11](=[O:18])[C:12]1[CH:17]=[CH:16][CH:15]=[CH:14][CH:13]=1, predict the reactants needed to synthesize it. The reactants are: [Si]([O:8][CH2:9][C@@H:10]([NH:19][C:20](=[O:26])[O:21][C:22]([CH3:25])([CH3:24])[CH3:23])[C:11](=[O:18])[C:12]1[CH:17]=[CH:16][CH:15]=[CH:14][CH:13]=1)(C(C)(C)C)(C)C.C1COCC1.O.[Na+].[Cl-].C([O-])(O)=O.[Na+]. (5) The reactants are: [N+:1]([C:4]1[C:5]([CH:10]=[C:11]2[CH2:16][CH2:15][N:14]([C:17]([O:19][C:20]([CH3:23])([CH3:22])[CH3:21])=[O:18])[CH2:13][CH2:12]2)=[N:6][CH:7]=[CH:8][CH:9]=1)([O-])=O. Given the product [NH2:1][C:4]1[C:5]([CH2:10][CH:11]2[CH2:12][CH2:13][N:14]([C:17]([O:19][C:20]([CH3:23])([CH3:22])[CH3:21])=[O:18])[CH2:15][CH2:16]2)=[N:6][CH:7]=[CH:8][CH:9]=1, predict the reactants needed to synthesize it. (6) The reactants are: [Cl:1][C:2]1[N:11]=[C:10](Cl)[C:9]2[C:4](=[CH:5][CH:6]=[CH:7][CH:8]=2)[N:3]=1.C(N(CC)C(C)C)(C)C.[NH2:22][CH2:23][C:24]([C:32]1[CH:37]=[CH:36][CH:35]=[CH:34][CH:33]=1)([C:26]1[CH:31]=[CH:30][CH:29]=[CH:28][CH:27]=1)[OH:25]. Given the product [Cl:1][C:2]1[N:11]=[CH:10][C:9]2[C:4](=[CH:5][CH:6]=[CH:7][C:8]=2[NH:22][CH2:23][C:24]([C:32]2[CH:37]=[CH:36][CH:35]=[CH:34][CH:33]=2)([C:26]2[CH:31]=[CH:30][CH:29]=[CH:28][CH:27]=2)[OH:25])[N:3]=1, predict the reactants needed to synthesize it. (7) Given the product [F:41][C:38]1[CH:39]=[CH:40][C:35]([C:33]2[O:34][C:30]3[CH:29]=[C:28]([N:47]([CH3:52])[S:48]([CH3:51])(=[O:49])=[O:50])[C:27]([C:9]4[CH:10]=[C:11]5[C:15](=[CH:16][CH:17]=4)[N:14]([C:18]([O:20][C:21]([CH3:22])([CH3:23])[CH3:24])=[O:19])[CH:13]=[CH:12]5)=[CH:46][C:31]=3[C:32]=2[C:42](=[O:43])[NH:44][CH3:45])=[CH:36][CH:37]=1, predict the reactants needed to synthesize it. The reactants are: CC1(C)C(C)(C)OB([C:9]2[CH:10]=[C:11]3[C:15](=[CH:16][CH:17]=2)[N:14]([C:18]([O:20][C:21]([CH3:24])([CH3:23])[CH3:22])=[O:19])[CH:13]=[CH:12]3)O1.Br[C:27]1[C:28]([N:47]([CH3:52])[S:48]([CH3:51])(=[O:50])=[O:49])=[CH:29][C:30]2[O:34][C:33]([C:35]3[CH:40]=[CH:39][C:38]([F:41])=[CH:37][CH:36]=3)=[C:32]([C:42]([NH:44][CH3:45])=[O:43])[C:31]=2[CH:46]=1.[O-]P([O-])([O-])=O.[K+].[K+].[K+].